Dataset: Catalyst prediction with 721,799 reactions and 888 catalyst types from USPTO. Task: Predict which catalyst facilitates the given reaction. (1) Reactant: [NH2:1][C@H:2]([CH2:6][CH2:7][NH:8][C:9]([C:11]1[N:12]=[C:13]([C:29]#[N:30])[C:14]2[C:19]([C:20]=1[OH:21])=[CH:18][CH:17]=[C:16]([O:22][C:23]1[CH:28]=[CH:27][CH:26]=[CH:25][CH:24]=1)[CH:15]=2)=[O:10])[C:3]([OH:5])=[O:4].C(N(CC)CC)C.[C:38](OC(=O)C)(=[O:40])[CH3:39].Cl. Product: [C:38]([NH:1][C@H:2]([CH2:6][CH2:7][NH:8][C:9]([C:11]1[N:12]=[C:13]([C:29]#[N:30])[C:14]2[C:19]([C:20]=1[OH:21])=[CH:18][CH:17]=[C:16]([O:22][C:23]1[CH:28]=[CH:27][CH:26]=[CH:25][CH:24]=1)[CH:15]=2)=[O:10])[C:3]([OH:5])=[O:4])(=[O:40])[CH3:39]. The catalyst class is: 781. (2) Reactant: [Cl:1][C:2]1[CH:7]=[C:6]2[NH:8][C:9](=[O:34])[C:10]3([CH:15]([C:16]4[CH:21]=[CH:20][CH:19]=[C:18]([Cl:22])[CH:17]=4)[CH2:14][C:13](=O)[NH:12][CH:11]3[C:24]3[CH:29]=[CH:28][CH:27]=[CH:26][C:25]=3[C:30]([F:33])([F:32])[F:31])[C:5]2=[CH:4][CH:3]=1.COC1C=CC(P2(=S)SP(=S)(C3C=CC(OC)=CC=3)[S:44]2)=CC=1. Product: [Cl:1][C:2]1[CH:7]=[C:6]2[NH:8][C:9](=[O:34])[C:10]3([CH:15]([C:16]4[CH:21]=[CH:20][CH:19]=[C:18]([Cl:22])[CH:17]=4)[CH2:14][C:13](=[S:44])[NH:12][CH:11]3[C:24]3[CH:29]=[CH:28][CH:27]=[CH:26][C:25]=3[C:30]([F:33])([F:32])[F:31])[C:5]2=[CH:4][CH:3]=1. The catalyst class is: 11. (3) Reactant: [C:1]([C:5]1[CH:6]=[C:7]([CH:10]=[C:11]([C:13]([CH3:16])([CH3:15])[CH3:14])[CH:12]=1)[C:8]#[N:9])([CH3:4])([CH3:3])[CH3:2].[H-].[Al+3].[Li+].[H-].[H-].[H-]. Product: [C:13]([C:11]1[CH:10]=[C:7]([CH:6]=[C:5]([C:1]([CH3:4])([CH3:3])[CH3:2])[CH:12]=1)[CH2:8][NH2:9])([CH3:16])([CH3:15])[CH3:14]. The catalyst class is: 1.